Dataset: Full USPTO retrosynthesis dataset with 1.9M reactions from patents (1976-2016). Task: Predict the reactants needed to synthesize the given product. (1) Given the product [ClH:28].[Br:1][C:2]1[CH:22]=[N:21][C:5]2[NH:6][C:7](=[O:20])[CH2:8][NH:9][CH2:10][C:4]=2[CH:3]=1, predict the reactants needed to synthesize it. The reactants are: [Br:1][C:2]1[CH:22]=[N:21][C:5]2[NH:6][C:7](=[O:20])[CH2:8][N:9](CC3C=CC(OC)=CC=3)[CH2:10][C:4]=2[CH:3]=1.CC(Cl)OC([Cl:28])=O. (2) Given the product [Cl:36][C:30]1[CH:31]=[CH:32][CH:33]=[C:34]([Cl:35])[C:29]=1[C:28]([N:8]1[C:5]2=[N:6][CH:7]=[C:2]([C:43]3[CH:42]=[C:41]4[C:46](=[CH:45][CH:44]=3)[NH:38][CH:39]=[CH:40]4)[CH:3]=[C:4]2[C:10]([C:11]([C:13]2[C:14]([F:27])=[C:15]([NH:20][S:21]([CH2:24][CH2:25][CH3:26])(=[O:23])=[O:22])[CH:16]=[CH:17][C:18]=2[F:19])=[O:12])=[CH:9]1)=[O:37], predict the reactants needed to synthesize it. The reactants are: Br[C:2]1[CH:3]=[C:4]2[C:10]([C:11]([C:13]3[C:14]([F:27])=[C:15]([NH:20][S:21]([CH2:24][CH2:25][CH3:26])(=[O:23])=[O:22])[CH:16]=[CH:17][C:18]=3[F:19])=[O:12])=[CH:9][N:8]([C:28](=[O:37])[C:29]3[C:34]([Cl:35])=[CH:33][CH:32]=[CH:31][C:30]=3[Cl:36])[C:5]2=[N:6][CH:7]=1.[NH:38]1[C:46]2[C:41](=[CH:42][C:43](B(O)O)=[CH:44][CH:45]=2)[CH:40]=[CH:39]1.C(=O)([O-])[O-].[K+].[K+].C(O)(=O)C. (3) Given the product [CH:22]([C:2]1[N:7]=[C:6]([NH:8][C:9](=[O:14])[C:10]([CH3:13])([CH3:12])[CH3:11])[CH:5]=[CH:4][CH:3]=1)=[O:23], predict the reactants needed to synthesize it. The reactants are: Br[C:2]1[N:7]=[C:6]([NH:8][C:9](=[O:14])[C:10]([CH3:13])([CH3:12])[CH3:11])[CH:5]=[CH:4][CH:3]=1.C([Mg]Cl)(C)C.CN(C)[CH:22]=[O:23].